This data is from Peptide-MHC class I binding affinity with 185,985 pairs from IEDB/IMGT. The task is: Regression. Given a peptide amino acid sequence and an MHC pseudo amino acid sequence, predict their binding affinity value. This is MHC class I binding data. The peptide sequence is FENNQITTI. The MHC is HLA-B15:01 with pseudo-sequence HLA-B15:01. The binding affinity (normalized) is 0.0847.